From a dataset of Forward reaction prediction with 1.9M reactions from USPTO patents (1976-2016). Predict the product of the given reaction. Given the reactants [F:1][C:2]1[C:7](B(O)O)=[CH:6][CH:5]=[C:4]([F:11])[N:3]=1.Br[C:13]1[CH:14]=[C:15]2[C:19](=[CH:20][CH:21]=1)[CH2:18][C@H:17]([NH:22][S:23]([CH:26]([CH3:28])[CH3:27])(=[O:25])=[O:24])[CH2:16]2.C([O-])([O-])=O.[Na+].[Na+], predict the reaction product. The product is: [F:1][C:2]1[C:7]([C:13]2[CH:14]=[C:15]3[C:19](=[CH:20][CH:21]=2)[CH2:18][C@H:17]([NH:22][S:23]([CH:26]([CH3:28])[CH3:27])(=[O:24])=[O:25])[CH2:16]3)=[CH:6][CH:5]=[C:4]([F:11])[N:3]=1.